The task is: Predict the reaction yield, written as a fraction of the theoretical maximum amount of product (1.0 means a 100% yield; for example, 0.34 means a 34% yield).. This data is from Reaction yield outcomes from USPTO patents with 853,638 reactions. (1) The reactants are [Cl:1][C:2]1[CH:3]=[C:4]2[C:8](=[CH:9][CH:10]=1)[NH:7][CH:6]=[C:5]2[CH2:11][CH2:12][NH:13][C:14](=[O:23])[C:15]1[CH:20]=[CH:19][CH:18]=[C:17]([CH2:21]Cl)[CH:16]=1.[CH:24]1([NH2:29])[CH2:28][CH2:27][CH2:26][CH2:25]1.[I-].[Na+]. The catalyst is C1COCC1. The product is [Cl:1][C:2]1[CH:3]=[C:4]2[C:8](=[CH:9][CH:10]=1)[NH:7][CH:6]=[C:5]2[CH2:11][CH2:12][NH:13][C:14](=[O:23])[C:15]1[CH:20]=[CH:19][CH:18]=[C:17]([CH2:21][NH:29][CH:24]2[CH2:28][CH2:27][CH2:26][CH2:25]2)[CH:16]=1. The yield is 0.420. (2) The reactants are I[C:2]1[CH:3]=[C:4]2[C:8](=[CH:9][CH:10]=1)[N:7]([C:11]1[CH:16]=[CH:15][C:14]([CH2:17][OH:18])=[CH:13][CH:12]=1)[N:6]=[CH:5]2.[C:19](=[O:22])([O-])[O-].[Cs+].[Cs+]. The catalyst is C(#N)CCC.[Cu]I. The product is [NH2:6][C@@H:5]([CH3:4])[C@@H:19]([C:11]1[CH:16]=[CH:15][CH:14]=[CH:13][CH:12]=1)[O:22][C:2]1[CH:3]=[C:4]2[C:8](=[CH:9][CH:10]=1)[N:7]([C:11]1[CH:16]=[CH:15][C:14]([CH2:17][OH:18])=[CH:13][CH:12]=1)[N:6]=[CH:5]2. The yield is 0.450.